From a dataset of Reaction yield outcomes from USPTO patents with 853,638 reactions. Predict the reaction yield, written as a fraction of the theoretical maximum amount of product (1.0 means a 100% yield; for example, 0.34 means a 34% yield). (1) The reactants are [CH2:1]([C:3]1[CH:4]=[C:5]2[C:9](=[CH:10][CH:11]=1)[NH:8][CH2:7][CH2:6]2)[CH3:2].[N+:12]([O-])([O-:14])=[O:13].[K+].[OH-].[Na+]. The catalyst is OS(O)(=O)=O. The product is [CH2:1]([C:3]1[CH:4]=[C:5]2[C:9](=[CH:10][C:11]=1[N+:12]([O-:14])=[O:13])[NH:8][CH2:7][CH2:6]2)[CH3:2]. The yield is 0.580. (2) The reactants are [CH2:1]([CH:8]([C:12](O)=O)[C:9]([OH:11])=[O:10])[C:2]1[CH:7]=[CH:6][CH:5]=[CH:4][CH:3]=1.C=O.C(NCC)C.Cl. The catalyst is C(OCC)(=O)C.O. The product is [CH2:12]=[C:8]([CH2:1][C:2]1[CH:7]=[CH:6][CH:5]=[CH:4][CH:3]=1)[C:9]([OH:11])=[O:10]. The yield is 0.900.